Dataset: Reaction yield outcomes from USPTO patents with 853,638 reactions. Task: Predict the reaction yield, written as a fraction of the theoretical maximum amount of product (1.0 means a 100% yield; for example, 0.34 means a 34% yield). (1) The reactants are O=P(Cl)(Cl)[Cl:3].[I:6][C:7]1[CH:8]=[C:9]([C:14]([F:17])([F:16])[F:15])[C:10](O)=[N:11][CH:12]=1. The catalyst is CN(C=O)C. The product is [Cl:3][C:10]1[C:9]([C:14]([F:17])([F:16])[F:15])=[CH:8][C:7]([I:6])=[CH:12][N:11]=1. The yield is 0.620. (2) The reactants are [Cl:1][C:2]1[CH:7]=[CH:6][C:5]([CH2:8][NH:9][C:10](=[O:26])[C:11]2[C:16]([O:17]C)=[CH:15][C:14]([N:19]3[CH2:24][CH2:23][O:22][CH2:21][CH2:20]3)=[CH:13][C:12]=2[F:25])=[CH:4][CH:3]=1.B(Br)(Br)Br.O. The catalyst is ClCCl. The product is [Cl:1][C:2]1[CH:7]=[CH:6][C:5]([CH2:8][NH:9][C:10](=[O:26])[C:11]2[C:16]([OH:17])=[CH:15][C:14]([N:19]3[CH2:20][CH2:21][O:22][CH2:23][CH2:24]3)=[CH:13][C:12]=2[F:25])=[CH:4][CH:3]=1. The yield is 0.390. (3) The catalyst is CN(C=O)C. The yield is 1.00. The reactants are [F:1][C:2]1[CH:10]=[CH:9][C:5](/[CH:6]=[N:7]\[OH:8])=[CH:4][CH:3]=1.[Cl:11]N1C(=O)CCC1=O. The product is [OH:8]/[N:7]=[C:6](\[Cl:11])/[C:5]1[CH:9]=[CH:10][C:2]([F:1])=[CH:3][CH:4]=1. (4) The reactants are [CH3:1][O:2][C:3]1[C:4]([O:24][CH3:25])=[CH:5][C:6]2[N:12](C)[C:11](=[O:14])[CH2:10][N:9]=[C:8]([C:15]3[CH:16]=[C:17]([CH:20]=[CH:21][CH:22]=3)[C:18]#[N:19])[C:7]=2[CH:23]=1.C[O:27]C1C(OC)=CC2NC(=O)CN=C(C3C=C(C=CC=3)C#N)C=2C=1. No catalyst specified. The product is [CH3:1][O:2][C:3]1[C:4]([O:24][CH3:25])=[CH:5][C:6]2[NH:12][C:11](=[O:14])[CH2:10][N:9]=[C:8]([C:15]3[CH:16]=[C:17]([CH:20]=[CH:21][CH:22]=3)[C:18]([NH2:19])=[O:27])[C:7]=2[CH:23]=1. The yield is 0.670. (5) The reactants are Cl.Cl.[NH2:3][CH2:4][CH2:5][CH2:6][C:7]1([C:25]2[CH:30]=[CH:29][CH:28]=[CH:27][CH:26]=2)[N:11]([C:12](=[O:16])[CH:13]([CH3:15])[CH3:14])[N:10]=[C:9]([C:17]2[CH:22]=[C:21]([F:23])[CH:20]=[CH:19][C:18]=2[F:24])[O:8]1.CCN(C(C)C)C(C)C.[C:40](Cl)(=[O:44])[CH:41]([CH3:43])[CH3:42].Cl. The catalyst is C(Cl)Cl. The product is [F:24][C:18]1[CH:19]=[CH:20][C:21]([F:23])=[CH:22][C:17]=1[C:9]1[O:8][C:7]([CH2:6][CH2:5][CH2:4][NH:3][C:40](=[O:44])[CH:41]([CH3:43])[CH3:42])([C:25]2[CH:30]=[CH:29][CH:28]=[CH:27][CH:26]=2)[N:11]([C:12](=[O:16])[CH:13]([CH3:15])[CH3:14])[N:10]=1. The yield is 0.620. (6) The reactants are [OH:1][C:2]1[CH:7]=[CH:6][C:5]([C:8]2[CH:12]=[C:11]([C:13]([NH2:15])=[O:14])[O:10][N:9]=2)=[CH:4][CH:3]=1.C([O-])([O-])=O.[K+].[K+].Cl[CH2:23][C:24]1[CH:29]=[CH:28][CH:27]=[CH:26][C:25]=1[C:30]([F:33])([F:32])[F:31]. The catalyst is CN(C=O)C.[I-].C([N+](CCCC)(CCCC)CCCC)CCC. The product is [F:31][C:30]([F:32])([F:33])[C:25]1[CH:26]=[CH:27][CH:28]=[CH:29][C:24]=1[CH2:23][O:1][C:2]1[CH:3]=[CH:4][C:5]([C:8]2[CH:12]=[C:11]([C:13]([NH2:15])=[O:14])[O:10][N:9]=2)=[CH:6][CH:7]=1. The yield is 0.0200. (7) The reactants are [C:1]1([C:8]([OH:10])=O)([C:5]([OH:7])=[O:6])[CH2:4][CH2:3][CH2:2]1.C(N(CC)CC)C.S(Cl)(Cl)=O.[F:22][C:23]1[CH:29]=[CH:28][C:26]([NH2:27])=[CH:25][CH:24]=1. The catalyst is C1COCC1.C(OCC)(=O)C. The product is [F:22][C:23]1[CH:29]=[CH:28][C:26]([NH:27][C:8]([C:1]2([C:5]([OH:7])=[O:6])[CH2:2][CH2:3][CH2:4]2)=[O:10])=[CH:25][CH:24]=1. The yield is 0.349. (8) The reactants are [NH2:1][C:2]1[CH:7]=[CH:6][C:5]([C:8]2[CH:9]=[CH:10][C:11]([NH:14][CH2:15][CH2:16][N:17]3[CH2:22][CH2:21][CH2:20][CH2:19][CH2:18]3)=[N:12][CH:13]=2)=[CH:4][C:3]=1[F:23].C(N(CC)CC)C.[C:31]([C:35]1[O:39][N:38]=[C:37]([NH:40][C:41](=O)[O:42]C2C=CC=CC=2)[CH:36]=1)([CH3:34])([CH3:33])[CH3:32]. The catalyst is CN(C=O)C.CN(C1C=CN=CC=1)C. The product is [C:31]([C:35]1[O:39][N:38]=[C:37]([NH:40][C:41]([NH:1][C:2]2[CH:7]=[CH:6][C:5]([C:8]3[CH:13]=[N:12][C:11]([NH:14][CH2:15][CH2:16][N:17]4[CH2:22][CH2:21][CH2:20][CH2:19][CH2:18]4)=[CH:10][CH:9]=3)=[CH:4][C:3]=2[F:23])=[O:42])[CH:36]=1)([CH3:34])([CH3:32])[CH3:33]. The yield is 0.180. (9) The reactants are [CH:1]1[C:15](=[O:16])[N:14]=[C:13]2[N:3]([C@@H:4]3[O:8][C@H:7]([CH2:9][OH:10])[C@@H:6]([OH:11])[C@@H:5]3[O:12]2)[CH:2]=1.C1C=CN=CC=1.[FH:23]. The catalyst is O1CCOCC1. The product is [F:23][C@@H:5]1[C@H:6]([OH:11])[C@@H:7]([CH2:9][OH:10])[O:8][C@H:4]1[N:3]1[CH:2]=[CH:1][C:15](=[O:16])[NH:14][C:13]1=[O:12]. The yield is 0.750.